From a dataset of Full USPTO retrosynthesis dataset with 1.9M reactions from patents (1976-2016). Predict the reactants needed to synthesize the given product. (1) Given the product [NH2:57][C:34]1([C:32]([OH:33])=[O:31])[CH2:39][CH:38]([NH:40][C:41](=[O:51])[C:42]2[CH:43]=[CH:44][C:45]([C:48]([OH:50])=[O:49])=[CH:46][CH:47]=2)[CH:37]2[CH:35]1[CH:36]2[C:52]([OH:54])=[O:53], predict the reactants needed to synthesize it. The reactants are: C(OC)(=O)C1C=CC(C([O-])=O)=CC=1.C1(N=C=NC2CCCCC2)CCCCC1.C([O:31][C:32]([C:34]1([NH:57]C(OC(C)(C)C)=O)[CH2:39][CH:38]([NH:40][C:41](=[O:51])[C:42]2[CH:47]=[CH:46][C:45]([C:48]([OH:50])=[O:49])=[CH:44][CH:43]=2)[CH:37]2[CH:35]1[CH:36]2[C:52]([O:54]CC)=[O:53])=[O:33])C. (2) Given the product [F:24][C:19]1[CH:18]=[C:17]([CH:22]=[C:21]([F:23])[CH:20]=1)[O:16][C:14]1[CH:13]=[C:9]([CH:8]=[C:7]([O:6][C@@H:4]([CH3:5])[CH2:3][O:2][CH3:1])[CH:15]=1)[C:10]([NH:38][C:35]1[S:36][CH:37]=[C:33]([CH2:32][Cl:31])[N:34]=1)=[O:12], predict the reactants needed to synthesize it. The reactants are: [CH3:1][O:2][CH2:3][C@@H:4]([O:6][C:7]1[CH:8]=[C:9]([CH:13]=[C:14]([O:16][C:17]2[CH:22]=[C:21]([F:23])[CH:20]=[C:19]([F:24])[CH:18]=2)[CH:15]=1)[C:10]([OH:12])=O)[CH3:5].C(Cl)(=O)C(Cl)=O.[Cl:31][CH2:32][C:33]1[N:34]=[C:35]([NH2:38])[S:36][CH:37]=1.C(N(CC)CC)C.CN(C1C=CC=CN=1)C. (3) Given the product [Br:1][C:2]1[CH:7]=[CH:6][C:5]([CH2:8][C:9]([O:11][CH3:12])=[O:10])=[C:4]([N+:17]([O-:19])=[O:18])[CH:3]=1, predict the reactants needed to synthesize it. The reactants are: [Br:1][C:2]1[CH:7]=[CH:6][C:5]([CH:8](C(OC)=O)[C:9]([O:11][CH3:12])=[O:10])=[C:4]([N+:17]([O-:19])=[O:18])[CH:3]=1.[Cl-].[Li+].O. (4) Given the product [ClH:27].[F:1][C:2]1[CH:3]=[C:4]([C@H:9]2[N:14]([CH2:15][C:16]([OH:18])=[O:17])[C:13](=[O:20])[C:12]([CH2:23][CH3:24])([CH2:21][CH3:22])[NH:11][CH2:10]2)[CH:5]=[C:6]([F:8])[CH:7]=1, predict the reactants needed to synthesize it. The reactants are: [F:1][C:2]1[CH:3]=[C:4]([C@H:9]2[N:14]([CH2:15][C:16]([O:18]C)=[O:17])[C:13](=[O:20])[C:12]([CH2:23][CH3:24])([CH2:21][CH3:22])[NH:11][CH2:10]2)[CH:5]=[C:6]([F:8])[CH:7]=1.[Li+].[OH-].[ClH:27]. (5) Given the product [CH3:1][S:2]([O:6][CH:7]1[CH2:8][CH2:9][CH:10]([C:13]([O:15][C:16]([CH3:19])([CH3:18])[CH3:17])=[O:14])[CH2:11][CH2:12]1)(=[O:4])=[O:3], predict the reactants needed to synthesize it. The reactants are: [CH3:1][S:2](Cl)(=[O:4])=[O:3].[OH:6][CH:7]1[CH2:12][CH2:11][CH:10]([C:13]([O:15][C:16]([CH3:19])([CH3:18])[CH3:17])=[O:14])[CH2:9][CH2:8]1.C(N(CC)CC)C.C(=O)(O)[O-].[Na+]. (6) The reactants are: [N:1]1[CH:6]=[CH:5][C:4]([CH2:7][C:8](=O)[CH3:9])=[CH:3][CH:2]=1.Cl.[Br:12][C:13]1[CH:18]=[CH:17][C:16]([NH:19]N)=[CH:15][CH:14]=1.S(=O)(=O)(O)O. Given the product [Br:12][C:13]1[CH:18]=[C:17]2[C:16](=[CH:15][CH:14]=1)[NH:19][C:8]([CH3:9])=[C:7]2[C:4]1[CH:5]=[CH:6][N:1]=[CH:2][CH:3]=1, predict the reactants needed to synthesize it. (7) Given the product [C:24]([O:34][CH2:18][C:17]([OH:19])([CH3:20])[CH2:16][CH2:15][CH2:14][CH:13]([CH3:21])[CH3:12])(=[O:31])[CH3:32], predict the reactants needed to synthesize it. The reactants are: BrCC(C)CCCC(C)C.Br[CH2:12][CH:13]([CH3:21])[CH2:14][CH2:15][CH2:16][C:17]([CH3:20])([OH:19])[CH3:18].BrC[C:24]([CH3:32])([OH:31])CCCC(C)C.C[OH:34].